This data is from Forward reaction prediction with 1.9M reactions from USPTO patents (1976-2016). The task is: Predict the product of the given reaction. (1) The product is: [N:1]1[CH:6]=[CH:5][CH:4]=[CH:3][C:2]=1[CH2:7][O:8][C:9]1[CH:18]=[C:17]([C:19]2[CH:20]=[C:21]([NH:25][C:28](=[O:29])[CH3:27])[CH:22]=[N:23][CH:24]=2)[C:16]2[CH2:15][CH2:14][CH2:13][CH2:12][C:11]=2[N:10]=1. Given the reactants [N:1]1[CH:6]=[CH:5][CH:4]=[CH:3][C:2]=1[CH2:7][O:8][C:9]1[CH:18]=[C:17]([C:19]2[CH:20]=[C:21]([NH2:25])[CH:22]=[N:23][CH:24]=2)[C:16]2[CH2:15][CH2:14][CH2:13][CH2:12][C:11]=2[N:10]=1.C1C[O:29][CH2:28][CH2:27]1.C(Cl)(=O)C.C(=O)([O-])O.[Na+], predict the reaction product. (2) The product is: [NH2:25][C:2]1[C:3]2[CH:10]=[CH:9][N:8]([C@@H:11]3[O:16][C@H:15]([CH2:17][OH:18])[C@@H:13]([OH:14])[C@@:12]3([C:20]#[CH:21])[F:19])[C:4]=2[N:5]=[CH:6][N:7]=1. Given the reactants Cl[C:2]1[C:3]2[CH:10]=[CH:9][N:8]([C@@H:11]3[O:16][C@H:15]([CH2:17][OH:18])[C@@H:13]([OH:14])[C@@:12]3([C:20]#[CH:21])[F:19])[C:4]=2[N:5]=[CH:6][N:7]=1.ClC1N=CN=C2C=1[N:25]=CN2[C@@H]1O[C@H](CO)[C@@H](O)[C@@]1(C#C)F, predict the reaction product. (3) Given the reactants [N:1]1[CH:6]=[CH:5][CH:4]=[C:3]([CH2:7][NH:8][C:9]([C:11]2[N:20]3[C:14]([CH2:15][N:16]([C:25]([C:27]4[CH:32]=[CH:31][C:30]([C:33]5[C:34]([C:39]([O:41]C(C)(C)C)=[O:40])=[CH:35][CH:36]=[CH:37][CH:38]=5)=[CH:29][CH:28]=4)=[O:26])[C:17]4[CH:24]=[CH:23][CH:22]=[CH:21][C:18]=4[CH2:19]3)=[CH:13][CH:12]=2)=[O:10])[CH:2]=1.FC(F)(F)C(O)=O, predict the reaction product. The product is: [N:1]1[CH:6]=[CH:5][CH:4]=[C:3]([CH2:7][NH:8][C:9]([C:11]2[N:20]3[C:14]([CH2:15][N:16]([C:25]([C:27]4[CH:32]=[CH:31][C:30]([C:33]5[C:34]([C:39]([OH:41])=[O:40])=[CH:35][CH:36]=[CH:37][CH:38]=5)=[CH:29][CH:28]=4)=[O:26])[C:17]4[CH:24]=[CH:23][CH:22]=[CH:21][C:18]=4[CH2:19]3)=[CH:13][CH:12]=2)=[O:10])[CH:2]=1. (4) Given the reactants [C:1]([NH:4][CH2:5][CH2:6][C:7]1[CH:12]=[CH:11][C:10]([F:13])=[CH:9][C:8]=1[C:14]1[CH:19]=[CH:18][C:17]([C@H:20]2[C@H:25]([C:26]3[CH:31]=[CH:30][N:29]([CH3:32])[C:28](=[O:33])[CH:27]=3)[CH2:24][CH2:23][N:22](C(OC(C)(C)C)=O)[CH2:21]2)=[C:16]([Cl:41])[CH:15]=1)(=[O:3])[CH3:2].Cl.O1CCOCC1, predict the reaction product. The product is: [Cl:41][C:16]1[CH:15]=[C:14]([C:8]2[CH:9]=[C:10]([F:13])[CH:11]=[CH:12][C:7]=2[CH2:6][CH2:5][NH:4][C:1](=[O:3])[CH3:2])[CH:19]=[CH:18][C:17]=1[C@H:20]1[C@H:25]([C:26]2[CH:31]=[CH:30][N:29]([CH3:32])[C:28](=[O:33])[CH:27]=2)[CH2:24][CH2:23][NH:22][CH2:21]1. (5) Given the reactants C([N:8]1[CH2:14][CH:13]=[CH:12][C:11](=[O:15])[C:10]2[CH:16]=[N:17][N:18]([CH2:19][C:20]3[CH:25]=[CH:24][C:23]([O:26][CH3:27])=[CH:22][CH:21]=3)[C:9]1=2)C1C=CC=CC=1.CC(O)=O, predict the reaction product. The product is: [CH3:27][O:26][C:23]1[CH:22]=[CH:21][C:20]([CH2:19][N:18]2[C:9]3[NH:8][CH2:14][CH2:13][CH2:12][C:11](=[O:15])[C:10]=3[CH:16]=[N:17]2)=[CH:25][CH:24]=1. (6) The product is: [CH2:1]([O:3][C:4](=[O:18])[CH:5]([S:7]([CH2:10][CH2:11][CH2:12][CH2:13][CH2:14][CH2:15][CH2:16][CH3:17])(=[O:9])=[O:8])[CH2:6][C:21]1[CH:22]=[CH:23][C:24]([O:25][CH2:26][CH2:27][N:28]2[CH2:29][CH2:30][CH2:31][CH2:32][CH2:33]2)=[CH:34][CH:35]=1)[CH3:2]. Given the reactants [CH2:1]([O:3][C:4](=[O:18])[CH:5]([S:7]([CH2:10][CH2:11][CH2:12][CH2:13][CH2:14][CH2:15][CH2:16][CH3:17])(=[O:9])=[O:8])[CH3:6])[CH3:2].ClC[C:21]1[CH:35]=[CH:34][C:24]([O:25][CH2:26][CH2:27][N:28]2[CH2:33][CH2:32][CH2:31][CH2:30][CH2:29]2)=[CH:23][CH:22]=1, predict the reaction product. (7) Given the reactants [Cl:1][C:2]1[C:3]([O:12][C:13]2[CH:18]=[C:17]([OH:19])[CH:16]=[CH:15][C:14]=2[CH2:20][CH2:21][C:22]([O:24][CH2:25][CH3:26])=[O:23])=[N:4][CH:5]=[C:6]([C:8]([F:11])([F:10])[F:9])[CH:7]=1.C(=O)([O-])[O-].[K+].[K+].Cl[CH2:34][C:35]([N:37]([CH2:40][CH3:41])[CH2:38][CH3:39])=[O:36].Cl, predict the reaction product. The product is: [Cl:1][C:2]1[C:3]([O:12][C:13]2[CH:18]=[C:17]([O:19][CH2:34][C:35]([N:37]([CH2:40][CH3:41])[CH2:38][CH3:39])=[O:36])[CH:16]=[CH:15][C:14]=2[CH2:20][CH2:21][C:22]([O:24][CH2:25][CH3:26])=[O:23])=[N:4][CH:5]=[C:6]([C:8]([F:9])([F:11])[F:10])[CH:7]=1. (8) The product is: [CH:26]1([NH:31][S:22]([C:5]2[CH:6]=[C:7]([S:13]([C:16]3[CH:21]=[CH:20][CH:19]=[CH:18][CH:17]=3)(=[O:15])=[O:14])[C:8]([CH:10]([CH3:12])[CH3:11])=[CH:9][C:4]=2[CH:1]([CH3:3])[CH3:2])(=[O:24])=[O:23])[CH2:30][CH2:29][CH2:28][CH2:27]1. Given the reactants [CH:1]([C:4]1[CH:9]=[C:8]([CH:10]([CH3:12])[CH3:11])[C:7]([S:13]([C:16]2[CH:21]=[CH:20][CH:19]=[CH:18][CH:17]=2)(=[O:15])=[O:14])=[CH:6][C:5]=1[S:22](Cl)(=[O:24])=[O:23])([CH3:3])[CH3:2].[CH:26]1([NH2:31])[CH2:30][CH2:29][CH2:28][CH2:27]1, predict the reaction product. (9) Given the reactants [NH:1]1[C:9]2[C:4](=[CH:5][CH:6]=[CH:7][CH:8]=2)[CH2:3][C:2]1=[O:10].[Li+].C[Si]([N-][Si](C)(C)C)(C)C.C1COCC1.[Cl:26][CH2:27][CH2:28][N:29]([CH3:40])[C:30]1[CH:31]=[C:32]2[C:36](=[CH:37][CH:38]=1)[C:35](=O)[O:34][CH2:33]2.Cl, predict the reaction product. The product is: [Cl:26][CH2:27][CH2:28][N:29]([CH3:40])[C:30]1[CH:31]=[C:32]2[C:36](=[CH:37][CH:38]=1)[C:35](=[C:3]1[C:4]3[C:9](=[CH:8][CH:7]=[CH:6][CH:5]=3)[NH:1][C:2]1=[O:10])[O:34][CH2:33]2. (10) Given the reactants [N:1]1[C:14]2[C:13]3[C:8](=[CH:9][CH:10]=[CH:11][N:12]=3)[CH:7]=[C:6](N)[C:5]=2[CH:4]=[CH:3][CH:2]=1.C1(C)C=CC(S(O)(=O)=O)=CC=1, predict the reaction product. The product is: [N:1]1[C:14]2[C:5](=[CH:6][CH:7]=[C:8]3[C:13]=2[N:12]=[CH:11][CH:10]=[CH:9]3)[CH:4]=[CH:3][CH:2]=1.